Predict the product of the given reaction. From a dataset of Forward reaction prediction with 1.9M reactions from USPTO patents (1976-2016). (1) Given the reactants [CH2:1]([O:3][C:4](=[O:28])[CH2:5][C:6]1[CH:7]=[C:8]([C:14]2[CH:19]=[CH:18][C:17]([C:20]([F:23])([F:22])[F:21])=[CH:16][C:15]=2[CH2:24][NH:25][CH2:26][CH3:27])[C:9]([O:12][CH3:13])=[CH:10][CH:11]=1)[CH3:2].[C:29]1([S:35][CH2:36][C:37](Cl)=[O:38])[CH:34]=[CH:33][CH:32]=[CH:31][CH:30]=1, predict the reaction product. The product is: [CH2:1]([O:3][C:4](=[O:28])[CH2:5][C:6]1[CH:7]=[C:8]([C:14]2[CH:19]=[CH:18][C:17]([C:20]([F:23])([F:21])[F:22])=[CH:16][C:15]=2[CH2:24][N:25]([CH2:26][CH3:27])[C:37](=[O:38])[CH2:36][S:35][C:29]2[CH:34]=[CH:33][CH:32]=[CH:31][CH:30]=2)[C:9]([O:12][CH3:13])=[CH:10][CH:11]=1)[CH3:2]. (2) Given the reactants [CH3:1][NH:2][CH2:3][C:4]1[CH:5]=[C:6]([C:10]2[CH:15]=[CH:14][C:13]([CH:16]=[C:17]3[S:21][C:20](=[O:22])[NH:19][C:18]3=[O:23])=[CH:12][CH:11]=2)[CH:7]=[CH:8][CH:9]=1.[C:24]1([N:30]=[C:31]=[O:32])[CH:29]=[CH:28][CH:27]=[CH:26][CH:25]=1, predict the reaction product. The product is: [O:22]=[C:20]1[NH:19][C:18](=[O:23])[C:17](=[CH:16][C:13]2[CH:12]=[CH:11][C:10]([C:6]3[CH:7]=[CH:8][CH:9]=[C:4]([CH2:3][N:2]([CH3:1])[C:31]([NH:30][C:24]4[CH:29]=[CH:28][CH:27]=[CH:26][CH:25]=4)=[O:32])[CH:5]=3)=[CH:15][CH:14]=2)[S:21]1. (3) Given the reactants [CH3:1][O:2][C:3]1[CH:4]=[C:5]([NH:15][C:16]([NH2:18])=[NH:17])[CH:6]=[CH:7][C:8]=1[N:9]1[CH:13]=[C:12]([CH3:14])[N:11]=[CH:10]1.C(=O)([O-])[O-].[K+].[K+].[CH3:25][C:26]1[CH:30]=[C:29]([CH3:31])[N:28]([CH:32]([CH3:49])[C:33]([CH:35]2[C:40](=O)[CH2:39][CH2:38][N:37]([C:42]([O:44][C:45]([CH3:48])([CH3:47])[CH3:46])=[O:43])[CH2:36]2)=O)[N:27]=1, predict the reaction product. The product is: [CH3:25][C:26]1[CH:30]=[C:29]([CH3:31])[N:28]([CH:32]([C:33]2[C:35]3[CH2:36][N:37]([C:42]([O:44][C:45]([CH3:46])([CH3:48])[CH3:47])=[O:43])[CH2:38][CH2:39][C:40]=3[N:17]=[C:16]([NH:15][C:5]3[CH:6]=[CH:7][C:8]([N:9]4[CH:13]=[C:12]([CH3:14])[N:11]=[CH:10]4)=[C:3]([O:2][CH3:1])[CH:4]=3)[N:18]=2)[CH3:49])[N:27]=1. (4) Given the reactants [N:1]1[CH:6]=[CH:5][CH:4]=[C:3](/[N:7]=[CH:8]/[CH:9]([C:15]([O:17]CC)=O)[C:10]([O:12][CH2:13][CH3:14])=[O:11])[CH:2]=1, predict the reaction product. The product is: [OH:17][CH:15]1[C:2]2[C:3](=[CH:4][CH:5]=[CH:6][N:1]=2)[N:7]=[CH:8][CH:9]1[C:10]([O:12][CH2:13][CH3:14])=[O:11]. (5) Given the reactants [Br:1][C:2]1[N:7]=[C:6]([C:8](=[O:11])[NH:9][CH3:10])[C:5]([NH:12][C:13]2[C:18]([C:19]([F:22])([F:21])[F:20])=[CH:17][N:16]=[C:15]([NH:23][C:24]3[CH:39]=[CH:38][C:27]([CH2:28][P:29](=[O:37])([O:33][CH:34]([CH3:36])[CH3:35])[O:30]CC)=[CH:26][C:25]=3[O:40][CH3:41])[N:14]=2)=[CH:4][CH:3]=1.[I-].[Na+], predict the reaction product. The product is: [Br:1][C:2]1[N:7]=[C:6]([C:8](=[O:11])[NH:9][CH3:10])[C:5]([NH:12][C:13]2[C:18]([C:19]([F:22])([F:20])[F:21])=[CH:17][N:16]=[C:15]([NH:23][C:24]3[CH:39]=[CH:38][C:27]([CH2:28][P:29](=[O:30])([OH:37])[O:33][CH:34]([CH3:35])[CH3:36])=[CH:26][C:25]=3[O:40][CH3:41])[N:14]=2)=[CH:4][CH:3]=1. (6) Given the reactants Cl[C:2]1[C:3]([CH2:22][O:23][CH:24]2[CH2:29][CH2:28][CH2:27][CH2:26][O:25]2)=[C:4]2[C:8](=[C:9]([CH3:11])[CH:10]=1)[N:7]([S:12]([C:15]1[CH:21]=[CH:20][C:18]([CH3:19])=[CH:17][CH:16]=1)(=[O:14])=[O:13])[CH:6]=[CH:5]2.C(=O)([O-])[O-].[Cs+].[Cs+].[K].O.O1CCO[CH2:40][CH2:39]1, predict the reaction product. The product is: [CH2:39]([C:2]1[C:3]([CH2:22][O:23][CH:24]2[CH2:29][CH2:28][CH2:27][CH2:26][O:25]2)=[C:4]2[C:8](=[C:9]([CH3:11])[CH:10]=1)[N:7]([S:12]([C:15]1[CH:21]=[CH:20][C:18]([CH3:19])=[CH:17][CH:16]=1)(=[O:14])=[O:13])[CH:6]=[CH:5]2)[CH3:40]. (7) Given the reactants [CH2:1]([N:3]1[C:7]([C:8]2[CH:9]=[C:10]([C:14]([NH2:17])([CH3:16])[CH3:15])[CH:11]=[CH:12][CH:13]=2)=[CH:6][C:5]([CH2:18][O:19][C:20]2[CH:25]=[CH:24][C:23]([F:26])=[CH:22][CH:21]=2)=[N:4]1)[CH3:2].CCN(CC)CC.[CH:34]1([NH:38][S:39](Cl)(=[O:41])=[O:40])[CH2:37][CH2:36][CH2:35]1, predict the reaction product. The product is: [CH:34]1([NH:38][S:39]([NH:17][C:14]([C:10]2[CH:11]=[CH:12][CH:13]=[C:8]([C:7]3[N:3]([CH2:1][CH3:2])[N:4]=[C:5]([CH2:18][O:19][C:20]4[CH:21]=[CH:22][C:23]([F:26])=[CH:24][CH:25]=4)[CH:6]=3)[CH:9]=2)([CH3:16])[CH3:15])(=[O:41])=[O:40])[CH2:37][CH2:36][CH2:35]1. (8) The product is: [Cl:1][C:2]1[CH:3]=[N:4][CH:5]=[C:6]([Cl:19])[C:7]=1[C:8]1[C:12]([CH2:13][OH:14])=[C:11]([CH:16]([CH3:17])[CH3:18])[O:10][N:9]=1. Given the reactants [Cl:1][C:2]1[CH:3]=[N:4][CH:5]=[C:6]([Cl:19])[C:7]=1[C:8]1[C:12]([C:13](O)=[O:14])=[C:11]([CH:16]([CH3:18])[CH3:17])[O:10][N:9]=1.C(N(CC)CC)C.C(OC(Cl)=O)(C)C.C1(C)C=CC=CC=1.[BH4-].[Na+], predict the reaction product.